From a dataset of Full USPTO retrosynthesis dataset with 1.9M reactions from patents (1976-2016). Predict the reactants needed to synthesize the given product. (1) Given the product [NH2:20][C:21]1[NH:22][C:23](=[O:50])[C:24]2[N:25]=[CH:26][N:27]([C@@H:30]3[O:34][C@H:33]([CH2:35][NH:36][C:37]4[C:38](=[O:47])[C:39](=[O:46])[C:40]=4[NH:41][CH2:42][CH2:43][N:44]([CH3:45])[CH2:2]/[CH:3]=[CH:4]/[C:5]([N:7]4[CH2:12][CH2:11][N:10]([C:13]([O:15][C:16]([CH3:19])([CH3:18])[CH3:17])=[O:14])[CH2:9][CH2:8]4)=[O:6])[C@@H:32]([OH:48])[C@H:31]3[OH:49])[C:28]=2[N:29]=1, predict the reactants needed to synthesize it. The reactants are: Br[CH2:2]/[CH:3]=[CH:4]/[C:5]([N:7]1[CH2:12][CH2:11][N:10]([C:13]([O:15][C:16]([CH3:19])([CH3:18])[CH3:17])=[O:14])[CH2:9][CH2:8]1)=[O:6].[NH2:20][C:21]1[NH:22][C:23](=[O:50])[C:24]2[N:25]=[CH:26][N:27]([C@@H:30]3[O:34][C@H:33]([CH2:35][NH:36][C:37]4[C:38](=[O:47])[C:39](=[O:46])[C:40]=4[NH:41][CH2:42][CH2:43][NH:44][CH3:45])[C@@H:32]([OH:48])[C@H:31]3[OH:49])[C:28]=2[N:29]=1.C(N(CC)CC)C. (2) The reactants are: [CH3:1][O:2][C:3]([C:5]1[C:10]([CH3:11])=[C:9]([NH:12]C(=O)C)[CH:8]=[C:7]([C:16]2[CH:21]=[CH:20][C:19]([Cl:22])=[C:18]([O:23][CH3:24])[C:17]=2[F:25])[N:6]=1)=[O:4].C(Cl)(=O)C. Given the product [CH3:1][O:2][C:3]([C:5]1[C:10]([CH3:11])=[C:9]([NH2:12])[CH:8]=[C:7]([C:16]2[CH:21]=[CH:20][C:19]([Cl:22])=[C:18]([O:23][CH3:24])[C:17]=2[F:25])[N:6]=1)=[O:4], predict the reactants needed to synthesize it. (3) Given the product [CH2:1]([N:8]1[CH2:13][CH2:12][O:11][CH:10]([C:14]2[CH:15]=[CH:16][C:17]([CH2:18][OH:19])=[CH:20][CH:21]=2)[CH2:9]1)[C:2]1[CH:3]=[CH:4][CH:5]=[CH:6][CH:7]=1, predict the reactants needed to synthesize it. The reactants are: [CH2:1]([N:8]1[CH2:13][CH2:12][O:11][CH:10]([C:14]2[CH:21]=[CH:20][C:17]([CH:18]=[O:19])=[CH:16][CH:15]=2)[CH2:9]1)[C:2]1[CH:7]=[CH:6][CH:5]=[CH:4][CH:3]=1.[BH4-].[Na+].O. (4) Given the product [Cl:1][C:2]1[CH:3]=[C:4]([C:8]2[N:9]([CH2:19][C:20]3[CH:25]=[C:24]([Cl:26])[CH:23]=[CH:22][C:21]=3[Cl:27])[C:10]([C:15]([OH:17])=[O:16])=[C:11]([C:13]#[CH:14])[N:12]=2)[CH:5]=[N:6][CH:7]=1, predict the reactants needed to synthesize it. The reactants are: [Cl:1][C:2]1[CH:3]=[C:4]([C:8]2[N:9]([CH2:19][C:20]3[CH:25]=[C:24]([Cl:26])[CH:23]=[CH:22][C:21]=3[Cl:27])[C:10]([C:15]([O:17]C)=[O:16])=[C:11]([C:13]#[CH:14])[N:12]=2)[CH:5]=[N:6][CH:7]=1.[OH-].[Na+].Cl. (5) Given the product [CH2:1]([O:5][C:6]1[CH:10]=[CH:9][NH:8][N:7]=1)[CH:2]([CH3:4])[CH3:3], predict the reactants needed to synthesize it. The reactants are: [CH2:1]([O:5][C:6]1[CH:10]=[CH:9][N:8](C(=O)C)[N:7]=1)[CH:2]([CH3:4])[CH3:3].[OH-].[Na+]. (6) The reactants are: Cl[C:2]1[N:10]=[C:9]([Cl:11])[CH:8]=[CH:7][C:3]=1[C:4]([NH2:6])=[O:5].[NH2:12][C:13]1[CH:18]=[CH:17][C:16]([C:19]([N:21]2[CH2:26][CH2:25][N:24]([CH3:27])[CH2:23][CH2:22]2)=[O:20])=[CH:15][CH:14]=1.C1COCC1.C[Si]([N-][Si](C)(C)C)(C)C.[Na+]. Given the product [Cl:11][C:9]1[CH:8]=[CH:7][C:3]([C:4]([NH2:6])=[O:5])=[C:2]([NH:12][C:13]2[CH:14]=[CH:15][C:16]([C:19]([N:21]3[CH2:22][CH2:23][N:24]([CH3:27])[CH2:25][CH2:26]3)=[O:20])=[CH:17][CH:18]=2)[N:10]=1, predict the reactants needed to synthesize it. (7) Given the product [OH:1][C:2]1[C:3]([Se:16][C:17]2[CH:27]=[CH:26][C:20]([C:21]([OH:23])=[O:22])=[CH:19][CH:18]=2)=[CH:4][C:5]2[C:6]([CH3:15])([CH3:14])[CH2:7][CH2:8][C:9]([CH3:12])([CH3:13])[C:10]=2[CH:11]=1, predict the reactants needed to synthesize it. The reactants are: [OH:1][C:2]1[C:3]([Se:16][C:17]2[CH:27]=[CH:26][C:20]([C:21]([O:23]CC)=[O:22])=[CH:19][CH:18]=2)=[CH:4][C:5]2[C:6]([CH3:15])([CH3:14])[CH2:7][CH2:8][C:9]([CH3:13])([CH3:12])[C:10]=2[CH:11]=1.[OH-].[Na+]. (8) Given the product [Cl:13][C:4]1[C:3]([O:10][CH2:11][CH3:12])=[CH:2][CH:9]=[CH:8][C:5]=1[CH:6]=[O:7], predict the reactants needed to synthesize it. The reactants are: Cl[C:2]1[CH:9]=[CH:8][C:5]([CH2:6][OH:7])=[CH:4][C:3]=1[O:10][CH2:11][CH3:12].[Cl:13]CCl.